Predict the reactants needed to synthesize the given product. From a dataset of Full USPTO retrosynthesis dataset with 1.9M reactions from patents (1976-2016). The reactants are: [CH3:1][N:2]1[C:6]([C:7]2[CH:8]=[N:9][NH:10][C:11]=2[NH2:12])=[CH:5][CH:4]=[N:3]1.[CH3:13][N:14]1[C:22]2[C:17](=[CH:18][C:19]([C:23](=O)[CH2:24][C:25](OCC)=[O:26])=[CH:20][CH:21]=2)[CH:16]=[N:15]1.CC1C=CC(S(O)(=O)=O)=CC=1. Given the product [CH3:13][N:14]1[C:22]2[C:17](=[CH:18][C:19]([C:23]3[NH:12][C:11]4[N:10]([N:9]=[CH:8][C:7]=4[C:6]4[N:2]([CH3:1])[N:3]=[CH:4][CH:5]=4)[C:25](=[O:26])[CH:24]=3)=[CH:20][CH:21]=2)[CH:16]=[N:15]1, predict the reactants needed to synthesize it.